Dataset: Reaction yield outcomes from USPTO patents with 853,638 reactions. Task: Predict the reaction yield, written as a fraction of the theoretical maximum amount of product (1.0 means a 100% yield; for example, 0.34 means a 34% yield). (1) The reactants are [CH3:1][O:2][C:3]1[CH:4]=[CH:5][C:6]2[O:10][C:9]([CH:11](O)[CH2:12][CH:13]([CH3:15])[CH3:14])=[C:8]([CH3:17])[C:7]=2[CH:18]=1.N1C=CC=CC=1.S(Cl)([Cl:27])=O.C(=O)([O-])O.[Na+]. The catalyst is C1(C)C=CC=CC=1. The product is [Cl:27][CH:11]([C:9]1[O:10][C:6]2[CH:5]=[CH:4][C:3]([O:2][CH3:1])=[CH:18][C:7]=2[C:8]=1[CH3:17])[CH2:12][CH:13]([CH3:15])[CH3:14]. The yield is 0.940. (2) The reactants are C(O)(=O)C.[NH2:5][CH2:6][C@@H:7]([C:9]1[CH:10]=[CH:11][C:12]([OH:20])=[C:13]([NH:15][S:16]([CH3:19])(=[O:18])=[O:17])[CH:14]=1)[OH:8].[O:21]=[C:22]1[N:26]([CH2:27][C:28]([O:30][CH2:31][CH3:32])=[O:29])[C:25](=[O:33])[CH:24]([CH2:34][C:35]2[CH:40]=[CH:39][C:38]([N:41]3[CH2:46][CH2:45][C:44](=O)[CH2:43][CH2:42]3)=[CH:37][CH:36]=2)[S:23]1.C(O[BH-](OC(=O)C)OC(=O)C)(=O)C.[Na+]. The catalyst is CN(C=O)C. The product is [CH2:31]([O:30][C:28](=[O:29])[CH2:27][N:26]1[C:25](=[O:33])[CH:24]([CH2:34][C:35]2[CH:40]=[CH:39][C:38]([N:41]3[CH2:42][CH2:43][CH:44]([NH:5][CH2:6][C@H:7]([OH:8])[C:9]4[CH:10]=[CH:11][C:12]([OH:20])=[C:13]([NH:15][S:16]([CH3:19])(=[O:18])=[O:17])[CH:14]=4)[CH2:45][CH2:46]3)=[CH:37][CH:36]=2)[S:23][C:22]1=[O:21])[CH3:32]. The yield is 0.740. (3) The reactants are [Br:1][C:2]1[CH:3]=[CH:4][C:5]2[N:10]=[C:9]([CH3:11])[O:8][C:7](=[O:12])[C:6]=2[CH:13]=1.[S:14]1[CH:18]=[CH:17][CH:16]=[C:15]1[Mg]Br.[Cl-].[NH4+].C(OCC)(=O)C. The catalyst is C1COCC1. The product is [Br:1][C:2]1[CH:3]=[CH:4][C:5]([NH:10][C:9](=[O:8])[CH3:11])=[C:6]([C:7]([C:15]2[S:14][CH:18]=[CH:17][CH:16]=2)=[O:12])[CH:13]=1. The yield is 0.440. (4) The reactants are [O:1]1[CH2:6][CH2:5][N:4]([C:7]2[N:12]=[C:11]([N:13]3[CH2:18][CH2:17][O:16][CH2:15][CH2:14]3)[N:10]=[C:9]([C:19]3[CH:24]=[CH:23][C:22]([NH:25][C:26](=[O:37])[NH:27][C:28]4[CH:36]=[CH:35][C:31]([C:32](O)=[O:33])=[CH:30][CH:29]=4)=[CH:21][CH:20]=3)[N:8]=2)[CH2:3][CH2:2]1.CCN(C(C)C)C(C)C.CN(C(ON1N=NC2C=CC=CC1=2)=[N+](C)C)C.F[P-](F)(F)(F)(F)F.[CH3:71][N:72]1[CH2:77][CH2:76][NH:75][CH2:74][CH2:73]1. The catalyst is CN1C(=O)CCC1. The product is [O:1]1[CH2:6][CH2:5][N:4]([C:7]2[N:12]=[C:11]([N:13]3[CH2:14][CH2:15][O:16][CH2:17][CH2:18]3)[N:10]=[C:9]([C:19]3[CH:24]=[CH:23][C:22]([NH:25][C:26]([NH:27][C:28]4[CH:36]=[CH:35][C:31]([C:32]([N:75]5[CH2:76][CH2:77][N:72]([CH3:71])[CH2:73][CH2:74]5)=[O:33])=[CH:30][CH:29]=4)=[O:37])=[CH:21][CH:20]=3)[N:8]=2)[CH2:3][CH2:2]1. The yield is 0.540.